Dataset: Full USPTO retrosynthesis dataset with 1.9M reactions from patents (1976-2016). Task: Predict the reactants needed to synthesize the given product. (1) Given the product [CH3:27][O:14][C:13]([C:6]1[NH:7][C:8](=[O:12])[C:9]2[C:4]([C:5]=1[C:16]1[CH:17]=[CH:18][CH:19]=[CH:20][CH:21]=1)=[CH:3][C:2]([Br:1])=[CH:11][CH:10]=2)=[O:15], predict the reactants needed to synthesize it. The reactants are: [Br:1][C:2]1[CH:3]=[C:4]2[C:9](=[CH:10][CH:11]=1)[C:8](=[O:12])[NH:7][C:6]([C:13]([OH:15])=[O:14])=[C:5]2[C:16]1[CH:21]=[CH:20][CH:19]=[CH:18][CH:17]=1.S(=O)(=O)(O)O.[CH3:27]O. (2) Given the product [C:51]([C:50]1[CH:54]=[CH:55][C:47]([C:12]2[C:13]([CH3:43])([CH3:42])[C@H:14]3[C@:27]([CH3:30])([CH2:28][CH:29]=2)[C@@H:26]2[C@:17]([CH3:41])([C@@:18]4([CH3:40])[C@H:23]([CH2:24][CH2:25]2)[C@H:22]2[C@H:31]([C:34]([CH3:36])=[CH2:35])[CH2:32][CH2:33][C@:21]2([C:37]([OH:39])=[O:38])[CH2:20][CH2:19]4)[CH2:16][CH2:15]3)=[CH:48][C:49]=1[F:56])([OH:53])=[O:52], predict the reactants needed to synthesize it. The reactants are: C(CCC1C=CC([C:12]2[C:13]([CH3:43])([CH3:42])[C@H:14]3[C@:27]([CH3:30])([CH2:28][CH:29]=2)[C@@H:26]2[C@:17]([CH3:41])([C@@:18]4([CH3:40])[C@H:23]([CH2:24][CH2:25]2)[C@H:22]2[C@H:31]([C:34]([CH3:36])=[CH2:35])[CH2:32][CH2:33][C@:21]2([C:37]([OH:39])=[O:38])[CH2:20][CH2:19]4)[CH2:16][CH2:15]3)=CC=1)(O)=O.B([C:47]1[CH:55]=[CH:54][C:50]([C:51]([OH:53])=[O:52])=[C:49]([F:56])[CH:48]=1)(O)O.B(O)O. (3) Given the product [CH2:12]([O:11][C:7]1[CH:6]=[C:3]([CH:4]=[O:5])[C:2]([C:55]2[CH:54]=[CH:53][C:52]([F:51])=[C:57]([F:58])[C:56]=2[F:59])=[CH:9][C:8]=1[CH3:10])[CH3:13], predict the reactants needed to synthesize it. The reactants are: Br[C:2]1[CH:9]=[C:8]([CH3:10])[C:7]([O:11][CH2:12][CH3:13])=[CH:6][C:3]=1[CH:4]=[O:5].C1(P(C2CCCCC2)C2C=CC=CC=2C2C(OC)=CC=CC=2OC)CCCCC1.[O-]P([O-])([O-])=O.[K+].[K+].[K+].[F:51][C:52]1[C:57]([F:58])=[C:56]([F:59])[CH:55]=[CH:54][C:53]=1B(O)O. (4) The reactants are: [C:1]([Si:5]([O:8][C:9]1[CH:14]=[C:13]([O:15][CH3:16])[CH:12]=[C:11]([O:17][CH3:18])[CH:10]=1)([CH3:7])[CH3:6])([CH3:4])([CH3:3])[CH3:2].C([Li])CCC.C(O[B:28]1[O:32][C:31]([CH3:34])([CH3:33])[C:30]([CH3:36])([CH3:35])[O:29]1)(C)C.C(OCC)C. Given the product [C:1]([Si:5]([O:8][C:9]1[CH:10]=[C:11]([O:17][CH3:18])[C:12]([B:28]2[O:32][C:31]([CH3:34])([CH3:33])[C:30]([CH3:36])([CH3:35])[O:29]2)=[C:13]([O:15][CH3:16])[CH:14]=1)([CH3:7])[CH3:6])([CH3:4])([CH3:3])[CH3:2], predict the reactants needed to synthesize it. (5) Given the product [Cl:1][C:2]1[N:7]=[C:6]([NH:8][C:9]2[CH:10]=[CH:11][C:12]([CH2:34][OH:35])=[CH:13][CH:14]=2)[C:5]([F:19])=[CH:4][N:3]=1, predict the reactants needed to synthesize it. The reactants are: [Cl:1][C:2]1[N:7]=[C:6]([NH:8][C:9]2[CH:14]=[CH:13][C:12]3OCCO[C:11]=3[CH:10]=2)[C:5]([F:19])=[CH:4][N:3]=1.ClC1N=C(Cl)C(F)=CN=1.NC1C=CC([CH2:34][OH:35])=CC=1.